This data is from Full USPTO retrosynthesis dataset with 1.9M reactions from patents (1976-2016). The task is: Predict the reactants needed to synthesize the given product. (1) Given the product [C:1]([O:5][C:6](=[O:16])[NH:7][C@@H:8]([CH3:15])[C:9]([C:18]1[C:23]([F:24])=[CH:22][CH:21]=[CH:20][C:19]=1[F:25])=[O:10])([CH3:2])([CH3:3])[CH3:4], predict the reactants needed to synthesize it. The reactants are: [C:1]([O:5][C:6](=[O:16])[NH:7][C@@H:8]([CH3:15])[C:9](N(OC)C)=[O:10])([CH3:4])([CH3:3])[CH3:2].Br[C:18]1[C:23]([F:24])=[CH:22][CH:21]=[CH:20][C:19]=1[F:25].C(OC(=O)N[C@H](C)C(N(OC)C)=O)(C)(C)C.COC1C=CC(Br)=CC=1. (2) The reactants are: O[CH2:2][C:3]1[CH:4]=[C:5]([C:9]2[CH:14]=[CH:13][CH:12]=[C:11]([C:15]([O:17][CH2:18][CH3:19])=[O:16])[CH:10]=2)[CH:6]=[CH:7][CH:8]=1.C1(P(C2C=CC=CC=2)C2C=CC=CC=2)C=CC=CC=1.C(Br)(Br)(Br)[Br:40]. Given the product [Br:40][CH2:2][C:3]1[CH:4]=[C:5]([C:9]2[CH:14]=[CH:13][CH:12]=[C:11]([C:15]([O:17][CH2:18][CH3:19])=[O:16])[CH:10]=2)[CH:6]=[CH:7][CH:8]=1, predict the reactants needed to synthesize it. (3) Given the product [Br:8][C:9]1[CH:10]=[N:11][N:12]2[CH:17]=[CH:16][C:15]([NH:1][C@@H:2]([CH:5]([CH3:7])[CH3:6])[CH2:3][OH:4])=[N:14][C:13]=12, predict the reactants needed to synthesize it. The reactants are: [NH2:1][C@@H:2]([CH:5]([CH3:7])[CH3:6])[CH2:3][OH:4].[Br:8][C:9]1[CH:10]=[N:11][N:12]2[CH:17]=[CH:16][C:15](Cl)=[N:14][C:13]=12.C(N(C(C)C)C(C)C)C.CCOC(C)=O. (4) Given the product [NH:20]1[C:19]2[CH2:18][CH2:17][NH:16][C:15](=[O:21])[C:14]=2[CH:13]=[CH:12]1, predict the reactants needed to synthesize it. The reactants are: FC1C(C)=NC2C(N=1)=C([C:12]1[NH:20][C:19]3[CH2:18][CH2:17][NH:16][C:15](=[O:21])[C:14]=3[CH:13]=1)C=CC=2.NC1CCCC(O)C1.